Dataset: Full USPTO retrosynthesis dataset with 1.9M reactions from patents (1976-2016). Task: Predict the reactants needed to synthesize the given product. (1) Given the product [C:20]([C:18]1[CH:17]=[C:16]([C:23]2[CH:28]=[CH:27][N:26]=[C:25]([NH:29][CH:30]3[CH2:31][CH2:32][CH2:33][CH2:34][CH2:35]3)[CH:24]=2)[N:15]=[C:14]([N:11]2[CH2:10][CH2:9][CH:8]([C:6]([OH:7])=[O:5])[CH2:13][CH2:12]2)[CH:19]=1)(=[O:22])[NH2:21], predict the reactants needed to synthesize it. The reactants are: C([O:5][C:6]([CH:8]1[CH2:13][CH2:12][N:11]([C:14]2[CH:19]=[C:18]([C:20](=[O:22])[NH2:21])[CH:17]=[C:16]([C:23]3[CH:28]=[CH:27][N:26]=[C:25]([NH:29][CH:30]4[CH2:35][CH2:34][CH2:33][CH2:32][CH2:31]4)[CH:24]=3)[N:15]=2)[CH2:10][CH2:9]1)=[O:7])(C)(C)C.[SiH](CC)(CC)CC.C(O)(C(F)(F)F)=O. (2) Given the product [ClH:20].[ClH:20].[C:16]([C:4]1[CH:3]=[C:2]([C:25]2[CH:24]=[N:23][CH:22]=[C:21]([Cl:20])[CH:26]=2)[C:11]([OH:10])=[C:6]([CH2:7][NH:8][C:12]([CH3:13])([CH3:14])[CH3:15])[CH:5]=1)([CH3:17])([CH3:18])[CH3:19], predict the reactants needed to synthesize it. The reactants are: Br[C:2]1[C:11]2[O:10]C[N:8]([C:12]([CH3:15])([CH3:14])[CH3:13])[CH2:7][C:6]=2[CH:5]=[C:4]([C:16]([CH3:19])([CH3:18])[CH3:17])[CH:3]=1.[Cl:20][C:21]1[CH:22]=[N:23][CH:24]=[C:25](B(O)O)[CH:26]=1. (3) Given the product [CH2:8]([O:7][C:5](=[O:6])[CH2:4][N:1]1[CH:19]=[C:18]([C@H:17]([NH:16][S:14]([C:11]([CH3:13])([CH3:12])[CH3:10])=[O:15])[C:20]2[CH:25]=[CH:24][C:23]([O:26][CH2:27][C:28]([F:31])([F:29])[F:30])=[CH:22][N:21]=2)[N:3]=[N:2]1)[CH3:9], predict the reactants needed to synthesize it. The reactants are: [N:1]([CH2:4][C:5]([O:7][CH2:8][CH3:9])=[O:6])=[N+:2]=[N-:3].[CH3:10][C:11]([S:14]([NH:16][C@@H:17]([C:20]1[CH:25]=[CH:24][C:23]([O:26][CH2:27][C:28]([F:31])([F:30])[F:29])=[CH:22][N:21]=1)[C:18]#[CH:19])=[O:15])([CH3:13])[CH3:12].O=C1O[C@H]([C@H](CO)O)C([O-])=C1O.[Na+].C(O)CCC.O. (4) Given the product [Cl:1][C:2]1[N:3]=[C:4]([N:18]2[CH2:23][CH2:22][O:21][CH2:20][C@H:19]2[CH3:24])[C:5]2[CH2:10][N:9]([C:11]([O:13][C:14]([CH3:17])([CH3:16])[CH3:15])=[O:12])[CH2:8][C:6]=2[N:7]=1, predict the reactants needed to synthesize it. The reactants are: [Cl:1][C:2]1[N:3]=[C:4]([N:18]2[CH2:23][CH2:22][O:21][CH2:20][C@@H:19]2[CH3:24])[C:5]2[CH2:10][N:9]([C:11]([O:13][C:14]([CH3:17])([CH3:16])[CH3:15])=[O:12])[CH2:8][C:6]=2[N:7]=1.ClC1N=C(Cl)C2CN(C(OC(C)(C)C)=O)CC=2N=1.C[C@@H]1COCCN1. (5) Given the product [F:2][C:3]1[CH:8]=[C:7]([F:9])[CH:6]=[CH:5][C:4]=1[N:10]1[C:14]([N:15]2[N:24]=[C:23]3[C:17]([CH2:18][CH2:19][O:20][C:21]4[CH:28]=[CH:27][C:26]([CH:29]5[CH2:34][CH2:33][N:32]([CH2:36][CH2:37][OH:38])[CH2:31][CH2:30]5)=[CH:25][C:22]=43)=[CH:16]2)=[N:13][CH:12]=[N:11]1, predict the reactants needed to synthesize it. The reactants are: Cl.[F:2][C:3]1[CH:8]=[C:7]([F:9])[CH:6]=[CH:5][C:4]=1[N:10]1[C:14]([N:15]2[N:24]=[C:23]3[C:17]([CH2:18][CH2:19][O:20][C:21]4[CH:28]=[CH:27][C:26]([CH:29]5[CH2:34][CH2:33][NH:32][CH2:31][CH2:30]5)=[CH:25][C:22]=43)=[CH:16]2)=[N:13][CH:12]=[N:11]1.Br[CH2:36][CH2:37][O:38]C1CCCCO1.